This data is from HIV replication inhibition screening data with 41,000+ compounds from the AIDS Antiviral Screen. The task is: Binary Classification. Given a drug SMILES string, predict its activity (active/inactive) in a high-throughput screening assay against a specified biological target. (1) The molecule is CC(C=C(C#N)C#N)=Cc1cccc(F)c1. The result is 0 (inactive). (2) The compound is CCOC(=O)C(Cl)(NC(=O)NC(Cl)(C(=O)OCC)C(F)(F)F)C(F)(F)F. The result is 0 (inactive). (3) The molecule is COc1ccc(CC23CCC(=O)N2CCc2cc(OC)c(O)cc23)cc1O. The result is 0 (inactive).